Dataset: NCI-60 drug combinations with 297,098 pairs across 59 cell lines. Task: Regression. Given two drug SMILES strings and cell line genomic features, predict the synergy score measuring deviation from expected non-interaction effect. Drug 1: C1CCN(CC1)CCOC2=CC=C(C=C2)C(=O)C3=C(SC4=C3C=CC(=C4)O)C5=CC=C(C=C5)O. Drug 2: B(C(CC(C)C)NC(=O)C(CC1=CC=CC=C1)NC(=O)C2=NC=CN=C2)(O)O. Cell line: HL-60(TB). Synergy scores: CSS=22.3, Synergy_ZIP=18.1, Synergy_Bliss=16.6, Synergy_Loewe=-80.1, Synergy_HSA=10.6.